This data is from Catalyst prediction with 721,799 reactions and 888 catalyst types from USPTO. The task is: Predict which catalyst facilitates the given reaction. (1) Reactant: Br[C:2]1[C:3]([CH3:17])=[C:4]([C:12]2[CH2:16][CH2:15][O:14][N:13]=2)[C:5]([S:8]([CH3:11])(=[O:10])=[O:9])=[CH:6][CH:7]=1.[B:18]1([B:18]2[O:22][C:21]([CH3:24])([CH3:23])[C:20]([CH3:26])([CH3:25])[O:19]2)[O:22][C:21]([CH3:24])([CH3:23])[C:20]([CH3:26])([CH3:25])[O:19]1.COC1C=CC=C(OC)C=1C1C=CC=CC=1P(C1CCCCC1)C1CCCCC1.C([O-])(=O)C.[K+].O1CCOCC1. Product: [CH3:17][C:3]1[C:2]([B:18]2[O:22][C:21]([CH3:24])([CH3:23])[C:20]([CH3:26])([CH3:25])[O:19]2)=[CH:7][CH:6]=[C:5]([S:8]([CH3:11])(=[O:10])=[O:9])[C:4]=1[C:12]1[CH2:16][CH2:15][O:14][N:13]=1. The catalyst class is: 110. (2) Reactant: [I:1][C:2]1[C:6]([C:7]([O:9][CH2:10][CH3:11])=[O:8])=[CH:5][NH:4][N:3]=1.[H-].[Na+].Cl[CH2:15][O:16][CH2:17][CH2:18][Si:19]([CH3:22])([CH3:21])[CH3:20]. Product: [I:1][C:2]1[C:6]([C:7]([O:9][CH2:10][CH3:11])=[O:8])=[CH:5][N:4]([CH2:15][O:16][CH2:17][CH2:18][Si:19]([CH3:22])([CH3:21])[CH3:20])[N:3]=1. The catalyst class is: 1. (3) Reactant: [Br:1][C:2]1[CH:11]=[C:10]([C:12](=O)[C:13]2[CH:18]=[CH:17][C:16]([CH2:19][CH3:20])=[CH:15][CH:14]=2)[C:9]([Cl:22])=[CH:8][C:3]=1[C:4](OC)=[O:5].C([SiH](CC)CC)C.FC(F)(F)S(O)(=O)=O.CCOC(C)=O. Product: [Br:1][C:2]1[CH:11]=[C:10]([CH2:12][C:13]2[CH:18]=[CH:17][C:16]([CH2:19][CH3:20])=[CH:15][CH:14]=2)[C:9]([Cl:22])=[CH:8][C:3]=1[CH2:4][OH:5]. The catalyst class is: 55.